Dataset: Catalyst prediction with 721,799 reactions and 888 catalyst types from USPTO. Task: Predict which catalyst facilitates the given reaction. Reactant: [NH2:1][C:2]1[CH:3]=[C:4]([CH:8]([OH:10])[CH3:9])[CH:5]=[CH:6][CH:7]=1.C(N(CC)CC)C.[C:18]([O:22][C:23](O[C:23]([O:22][C:18]([CH3:21])([CH3:20])[CH3:19])=[O:24])=[O:24])([CH3:21])([CH3:20])[CH3:19]. Product: [OH:10][CH:8]([C:4]1[CH:3]=[C:2]([NH:1][C:23](=[O:24])[O:22][C:18]([CH3:21])([CH3:20])[CH3:19])[CH:7]=[CH:6][CH:5]=1)[CH3:9]. The catalyst class is: 1.